This data is from Forward reaction prediction with 1.9M reactions from USPTO patents (1976-2016). The task is: Predict the product of the given reaction. (1) Given the reactants C([N:8]1[CH2:13][CH2:12][N:11]([C:14](=[O:29])[C:15]2[CH:20]=[C:19]([C:21]([F:24])([F:23])[F:22])[CH:18]=[C:17]([C:25]([F:28])([F:27])[F:26])[CH:16]=2)[C@H:10]([CH2:30][C:31]2[CH:36]=[CH:35][C:34]([Cl:37])=[C:33]([O:38][CH3:39])[CH:32]=2)[CH2:9]1)C1C=CC=CC=1.ClC(OC(Cl)C)=O, predict the reaction product. The product is: [ClH:37].[F:27][C:25]([F:26])([F:28])[C:17]1[CH:16]=[C:15]([CH:20]=[C:19]([C:21]([F:23])([F:24])[F:22])[CH:18]=1)[C:14]([N:11]1[CH2:12][CH2:13][NH:8][CH2:9][C@H:10]1[CH2:30][C:31]1[CH:36]=[CH:35][C:34]([Cl:37])=[C:33]([O:38][CH3:39])[CH:32]=1)=[O:29]. (2) Given the reactants C(OC([N:8]1[CH2:13][CH2:12][N:11]([C:14]2[C:15]3[C:30]([O:31][CH3:32])=[CH:29][N:28]=[CH:27][C:16]=3[N:17]=[C:18]([C:20]3[CH:25]=[CH:24][N:23]=[C:22](Cl)[CH:21]=3)[N:19]=2)[CH2:10][CH2:9]1)=O)(C)(C)C.[CH3:33][C:34]1[N:39]=[CH:38][C:37]([NH2:40])=[CH:36][CH:35]=1, predict the reaction product. The product is: [CH3:32][O:31][C:30]1[C:15]2[C:14]([N:11]3[CH2:10][CH2:9][NH:8][CH2:13][CH2:12]3)=[N:19][C:18]([C:20]3[CH:25]=[CH:24][N:23]=[C:22]([NH:40][C:37]4[CH:38]=[N:39][C:34]([CH3:33])=[CH:35][CH:36]=4)[CH:21]=3)=[N:17][C:16]=2[CH:27]=[N:28][CH:29]=1. (3) Given the reactants [CH3:1][O:2][C:3]1[CH:4]=[C:5]([C@@:11]23[CH2:19][CH2:18][C@@H:17]([NH:20][C:21](=O)[O:22]C(C)(C)C)[CH2:16][C@@H:15]2[NH:14][CH2:13][CH2:12]3)[CH:6]=[CH:7][C:8]=1[O:9][CH3:10].[CH:28](=O)[CH2:29][CH2:30][CH3:31].C(O[BH-](OC(=O)C)OC(=O)C)(=O)C.[Na+].[F:47][C:48]1[CH:49]=[C:50]([N:55]=C=O)[CH:51]=[CH:52][C:53]=1[F:54].[Cl:58]CCl, predict the reaction product. The product is: [ClH:58].[F:47][C:48]1[CH:49]=[C:50]([NH:55][C:21]([NH:20][C@H:17]2[CH2:16][C@H:15]3[C@:11]([C:5]4[CH:6]=[CH:7][C:8]([O:9][CH3:10])=[C:3]([O:2][CH3:1])[CH:4]=4)([CH2:12][CH2:13][N:14]3[CH2:28][CH2:29][CH2:30][CH3:31])[CH2:19][CH2:18]2)=[O:22])[CH:51]=[CH:52][C:53]=1[F:54].